Dataset: Catalyst prediction with 721,799 reactions and 888 catalyst types from USPTO. Task: Predict which catalyst facilitates the given reaction. Reactant: [NH2:1][C:2]1[C:7]([NH:8][C:9]2[CH:14]=[CH:13][C:12]([I:15])=[CH:11][C:10]=2[F:16])=[C:6]([CH3:17])[C:5](=[O:18])[N:4]2[CH2:19][CH2:20][O:21][C:3]=12.[CH2:22]([O:29][CH2:30][CH2:31][CH2:32][C:33]1([S:36](Cl)(=[O:38])=[O:37])[CH2:35][CH2:34]1)[C:23]1[CH:28]=[CH:27][CH:26]=[CH:25][CH:24]=1. Product: [F:16][C:10]1[CH:11]=[C:12]([I:15])[CH:13]=[CH:14][C:9]=1[NH:8][C:7]1[C:2]([NH:1][S:36]([C:33]2([CH2:32][CH2:31][CH2:30][O:29][CH2:22][C:23]3[CH:24]=[CH:25][CH:26]=[CH:27][CH:28]=3)[CH2:35][CH2:34]2)(=[O:38])=[O:37])=[C:3]2[O:21][CH2:20][CH2:19][N:4]2[C:5](=[O:18])[C:6]=1[CH3:17]. The catalyst class is: 17.